From a dataset of Full USPTO retrosynthesis dataset with 1.9M reactions from patents (1976-2016). Predict the reactants needed to synthesize the given product. Given the product [C:33]([O:32][C:37]([N:39]1[CH2:44][CH2:43][CH:42]([CH2:45][O:13][C:14]2[CH:15]=[C:16]([O:21][S:22]([C:25]3[CH:30]=[CH:29][CH:28]=[CH:27][C:26]=3[Cl:31])(=[O:24])=[O:23])[CH:17]=[C:18]([CH3:20])[CH:19]=2)[CH2:41][CH2:40]1)=[O:38])([CH3:36])([CH3:34])[CH3:35], predict the reactants needed to synthesize it. The reactants are: N(C(OCC)=O)=NC(OCC)=O.[OH:13][C:14]1[CH:15]=[C:16]([O:21][S:22]([C:25]2[CH:30]=[CH:29][CH:28]=[CH:27][C:26]=2[Cl:31])(=[O:24])=[O:23])[CH:17]=[C:18]([CH3:20])[CH:19]=1.[O:32]([C:37]([N:39]1[CH2:44][CH2:43][CH:42]([CH2:45]O)[CH2:41][CH2:40]1)=[O:38])[C:33]([CH3:36])([CH3:35])[CH3:34].C1(P(C2C=CC=CC=2)C2C=CC=CC=2)C=CC=CC=1.